Dataset: Reaction yield outcomes from USPTO patents with 853,638 reactions. Task: Predict the reaction yield, written as a fraction of the theoretical maximum amount of product (1.0 means a 100% yield; for example, 0.34 means a 34% yield). (1) The reactants are [F:1][C:2]([F:32])([F:31])[C:3]1[CH:30]=[CH:29][C:6]([CH2:7][O:8][C:9]([N:11]2[CH2:16][CH2:15][CH2:14][C@H:13]([C:17]3[CH:22]=[CH:21][C:20]([CH3:23])=[C:19]([C:24]([O:26]CC)=[O:25])[CH:18]=3)[CH2:12]2)=[O:10])=[CH:5][CH:4]=1.C(=O)([O-])[O-].[K+].[K+].CO. The catalyst is O. The product is [F:31][C:2]([F:1])([F:32])[C:3]1[CH:30]=[CH:29][C:6]([CH2:7][O:8][C:9]([N:11]2[CH2:16][CH2:15][CH2:14][C@H:13]([C:17]3[CH:22]=[CH:21][C:20]([CH3:23])=[C:19]([C:24]([OH:26])=[O:25])[CH:18]=3)[CH2:12]2)=[O:10])=[CH:5][CH:4]=1. The yield is 0.990. (2) The reactants are [F:1][C:2]1[CH:7]=[CH:6][N:5]=[C:4]([NH:8][C:9](=[O:15])[O:10][C:11]([CH3:14])([CH3:13])[CH3:12])[CH:3]=1.CN(CCN(C)C)C.[Li]CCCC.[I:29]I.OS([O-])(=O)=O.[Na+]. The catalyst is C1COCC1.O.C(Cl)Cl.C(OCC)(=O)C. The product is [F:1][C:2]1[CH:7]=[CH:6][N:5]=[C:4]([NH:8][C:9](=[O:15])[O:10][C:11]([CH3:12])([CH3:14])[CH3:13])[C:3]=1[I:29]. The yield is 0.860. (3) The product is [Br:1][C:2]1[CH:7]=[CH:6][C:5]([CH2:8][C:9]([OH:13])=[O:10])=[C:4]([F:12])[CH:3]=1. No catalyst specified. The reactants are [Br:1][C:2]1[CH:7]=[CH:6][C:5]([CH2:8][C:9](N)=[O:10])=[C:4]([F:12])[CH:3]=1.[OH-:13].[Na+]. The yield is 0.380. (4) The reactants are C(OC([N:8]1[CH2:13][CH2:12][CH:11]([CH2:14][N:15]2[CH2:20][CH2:19][CH2:18][CH2:17][CH2:16]2)[CH2:10][CH2:9]1)=O)(C)(C)C.C(O)(C(F)(F)F)=O. The catalyst is C(Cl)Cl. The product is [CH2:14]([N:15]1[CH2:20][CH2:19][CH2:18][CH2:17][CH2:16]1)[CH:11]1[CH2:10][CH2:9][NH:8][CH2:13][CH2:12]1. The yield is 0.970. (5) The reactants are [F:1][C:2]([F:32])([F:31])[C:3]1([CH2:7][N:8]2[CH2:13][CH2:12][CH:11]([CH2:14][O:15][C:16]3[CH:21]=[CH:20][C:19]([C:22]4[CH:27]=[CH:26][C:25]([CH:28]([OH:30])[CH3:29])=[CH:24][CH:23]=4)=[CH:18][CH:17]=3)[CH2:10][CH2:9]2)[CH2:6][CH2:5][CH2:4]1.CC(OI1(OC(C)=O)(OC(C)=O)OC(=O)C2C=CC=CC1=2)=O.C([O-])(O)=O.[Na+]. The catalyst is C(Cl)Cl. The yield is 0.590. The product is [F:31][C:2]([F:1])([F:32])[C:3]1([CH2:7][N:8]2[CH2:9][CH2:10][CH:11]([CH2:14][O:15][C:16]3[CH:17]=[CH:18][C:19]([C:22]4[CH:27]=[CH:26][C:25]([C:28](=[O:30])[CH3:29])=[CH:24][CH:23]=4)=[CH:20][CH:21]=3)[CH2:12][CH2:13]2)[CH2:6][CH2:5][CH2:4]1. (6) The reactants are [CH3:1][C:2]1[CH:15]=[CH:14][C:5]([CH:6]=[C:7]2[CH2:12][CH2:11][CH2:10][CH2:9][C:8]2=[O:13])=[CH:4][CH:3]=1.C1(OC2C=CC=CC=2)C=CC=CC=1.O. The catalyst is [C].[Pd].C1(C)C=CC=CC=1. The product is [CH3:1][C:2]1[CH:3]=[CH:4][C:5]([CH2:6][C:7]2[CH:12]=[CH:11][CH:10]=[CH:9][C:8]=2[OH:13])=[CH:14][CH:15]=1. The yield is 0.590.